From a dataset of Reaction yield outcomes from USPTO patents with 853,638 reactions. Predict the reaction yield, written as a fraction of the theoretical maximum amount of product (1.0 means a 100% yield; for example, 0.34 means a 34% yield). The reactants are [CH3:1][C:2]1[NH:6][C:5]2[C:7]([C:17]([O:19]C)=[O:18])=[CH:8][C:9]([N:11]3[CH2:16][CH2:15][O:14][CH2:13][CH2:12]3)=[CH:10][C:4]=2[N:3]=1.Br[CH2:22][C:23]1[C:31]2[S:30][CH:29]=[CH:28][C:27]=2[CH:26]=[CH:25][CH:24]=1.C(=O)([O-])[O-].[K+].[K+].[OH-].[Li+].Cl. The catalyst is CN(C)C=O.O1CCCC1.O. The product is [S:30]1[C:31]2[C:23]([CH2:22][N:3]3[C:4]4[CH:10]=[C:9]([N:11]5[CH2:12][CH2:13][O:14][CH2:15][CH2:16]5)[CH:8]=[C:7]([C:17]([OH:19])=[O:18])[C:5]=4[N:6]=[C:2]3[CH3:1])=[CH:24][CH:25]=[CH:26][C:27]=2[CH:28]=[CH:29]1. The yield is 0.0942.